Dataset: Forward reaction prediction with 1.9M reactions from USPTO patents (1976-2016). Task: Predict the product of the given reaction. (1) Given the reactants Cl[S:2]([C:5]1[CH:13]=[CH:12][C:8]([C:9]([OH:11])=[O:10])=[CH:7][CH:6]=1)(=[O:4])=[O:3].[NH:14]1[CH2:19][CH2:18][O:17][CH2:16][CH2:15]1.O, predict the reaction product. The product is: [N:14]1([S:2]([C:5]2[CH:13]=[CH:12][C:8]([C:9]([OH:11])=[O:10])=[CH:7][CH:6]=2)(=[O:4])=[O:3])[CH2:19][CH2:18][O:17][CH2:16][CH2:15]1. (2) Given the reactants C(NC(C)C)(C)C.[Li]CCCC.[Br:13][C:14]1[CH:21]=[CH:20][C:17]([C:18]#N)=[C:16]([CH3:22])[CH:15]=1.CN([CH:26]=[O:27])C.[BH4-].[Na+].[OH:30]S(O)(=O)=O, predict the reaction product. The product is: [Br:13][C:14]1[CH:15]=[C:16]2[C:17](=[CH:20][CH:21]=1)[C:18](=[O:30])[O:27][CH2:26][CH2:22]2. (3) Given the reactants [F:1][C:2]1[CH:25]=[CH:24][CH:23]=[C:22]([C:26]([F:29])([F:28])[F:27])[C:3]=1[C:4]([NH:6][C:7]1[S:18][C:10]2[C:11]([CH3:17])([CH3:16])[O:12][C:13]([CH3:15])([CH3:14])[C:9]=2[C:8]=1[C:19]([OH:21])=O)=[O:5].[NH2:30][CH2:31][C@@H:32]1[CH2:36][CH2:35][CH2:34][O:33]1, predict the reaction product. The product is: [F:1][C:2]1[CH:25]=[CH:24][CH:23]=[C:22]([C:26]([F:27])([F:28])[F:29])[C:3]=1[C:4]([NH:6][C:7]1[S:18][C:10]2[C:11]([CH3:17])([CH3:16])[O:12][C:13]([CH3:15])([CH3:14])[C:9]=2[C:8]=1[C:19]([NH:30][CH2:31][C@@H:32]1[CH2:36][CH2:35][CH2:34][O:33]1)=[O:21])=[O:5]. (4) Given the reactants [CH2:1]([O:3][C:4]([N:6]1[C:15]2[C:10](=[N:11][C:12]([OH:16])=[CH:13][CH:14]=2)[C@@H:9]([NH:17][C:18]2[N:23]=[C:22]([CH2:24][C:25]3[CH:30]=[C:29]([C:31]([F:34])([F:33])[F:32])[CH:28]=[C:27]([C:35]([F:38])([F:37])[F:36])[CH:26]=3)[C:21]([N:39]3[CH2:44][CH2:43][O:42][CH2:41][CH2:40]3)=[CH:20][N:19]=2)[CH2:8][C@H:7]1[CH2:45][CH3:46])=[O:5])[CH3:2].C(=O)([O-])[O-].[Cs+].[Cs+].COC(=O)[C:56](Cl)([F:58])[F:57].C(O)(=O)CC(CC(O)=O)(C(O)=O)O, predict the reaction product. The product is: [CH2:1]([O:3][C:4]([N:6]1[C:15]2[C:10](=[N:11][C:12]([O:16][CH:56]([F:58])[F:57])=[CH:13][CH:14]=2)[C@@H:9]([NH:17][C:18]2[N:23]=[C:22]([CH2:24][C:25]3[CH:30]=[C:29]([C:31]([F:34])([F:33])[F:32])[CH:28]=[C:27]([C:35]([F:38])([F:36])[F:37])[CH:26]=3)[C:21]([N:39]3[CH2:40][CH2:41][O:42][CH2:43][CH2:44]3)=[CH:20][N:19]=2)[CH2:8][C@H:7]1[CH2:45][CH3:46])=[O:5])[CH3:2].